This data is from Forward reaction prediction with 1.9M reactions from USPTO patents (1976-2016). The task is: Predict the product of the given reaction. (1) Given the reactants Cl.Cl.Cl.[O:4]1[C:8]2[CH:9]=[CH:10][CH:11]=[C:12]([N:13]3[CH2:18][CH2:17][N:16]([CH2:19][CH2:20][C@H:21]4[CH2:26][CH2:25][C@H:24]([NH2:27])[CH2:23][CH2:22]4)[CH2:15][CH2:14]3)[C:7]=2[O:6][CH2:5]1.[OH:28][C:29]1([C:32](O)=[O:33])[CH2:31][CH2:30]1, predict the reaction product. The product is: [O:4]1[C:8]2[CH:9]=[CH:10][CH:11]=[C:12]([N:13]3[CH2:18][CH2:17][N:16]([CH2:19][CH2:20][C@H:21]4[CH2:26][CH2:25][C@H:24]([NH:27][C:32]([C:29]5([OH:28])[CH2:31][CH2:30]5)=[O:33])[CH2:23][CH2:22]4)[CH2:15][CH2:14]3)[C:7]=2[O:6][CH2:5]1. (2) Given the reactants [F:1][C:2]1[CH:7]=[CH:6][C:5]([NH:8][C:9]([C:11]2[C:15]3[CH:16]=[CH:17][C:18]([O:20]C)=[CH:19][C:14]=3[S:13][N:12]=2)=[O:10])=[CH:4][C:3]=1[C:22]([F:25])([F:24])[F:23].B(Br)(Br)Br.O.CCOC(C)=O, predict the reaction product. The product is: [F:1][C:2]1[CH:7]=[CH:6][C:5]([NH:8][C:9]([C:11]2[C:15]3[CH:16]=[CH:17][C:18]([OH:20])=[CH:19][C:14]=3[S:13][N:12]=2)=[O:10])=[CH:4][C:3]=1[C:22]([F:24])([F:23])[F:25]. (3) Given the reactants [NH2:1][C:2]1[O:3][CH2:4][C@@:5]2([N:27]=1)[C:18]1[CH:17]=[C:16]([OH:19])[CH:15]=[C:14]([F:20])[C:13]=1[O:12][C:11]1[C:6]2=[CH:7][C:8]([C:21]2[CH:26]=[N:25][CH:24]=[CH:23][N:22]=2)=[CH:9][CH:10]=1.[F:28][C:29]([F:48])([F:47])[S:30](N(C1C=CC=CC=1)[S:30]([C:29]([F:48])([F:47])[F:28])(=[O:32])=[O:31])(=[O:32])=[O:31], predict the reaction product. The product is: [F:28][C:29]([F:48])([F:47])[S:30]([O:19][C:16]1[CH:17]=[C:18]2[C:13]([O:12][C:11]3[CH:10]=[CH:9][C:8]([C:21]4[CH:26]=[N:25][CH:24]=[CH:23][N:22]=4)=[CH:7][C:6]=3[C@:5]32[CH2:4][O:3][C:2]([NH2:1])=[N:27]3)=[C:14]([F:20])[CH:15]=1)(=[O:32])=[O:31]. (4) Given the reactants CC([N:5]([CH2:9][CH2:10][CH2:11][CH2:12][CH2:13][NH:14][C:15](=[O:41])[CH2:16][C@@H:17]1[N:23]=[C:22]([C:24]2[CH:29]=[CH:28][C:27]([Cl:30])=[CH:26][CH:25]=2)[C:21]2[CH:31]=[C:32]([O:35][CH3:36])[CH:33]=[CH:34][C:20]=2[N:19]2[C:37]([CH3:40])=[N:38][N:39]=[C:18]12)C(=O)[O-])(C)C.[F:42][C:43]([F:48])([F:47])[C:44]([OH:46])=[O:45], predict the reaction product. The product is: [F:42][C:43]([F:48])([F:47])[C:44]([OH:46])=[O:45].[NH2:5][CH2:9][CH2:10][CH2:11][CH2:12][CH2:13][NH:14][C:15](=[O:41])[CH2:16][C@@H:17]1[N:23]=[C:22]([C:24]2[CH:29]=[CH:28][C:27]([Cl:30])=[CH:26][CH:25]=2)[C:21]2[CH:31]=[C:32]([O:35][CH3:36])[CH:33]=[CH:34][C:20]=2[N:19]2[C:37]([CH3:40])=[N:38][N:39]=[C:18]12. (5) Given the reactants [C:1]([N:5]1[C:10](=[O:11])[C:9](Cl)=[C:8]([Cl:13])[CH:7]=[N:6]1)([CH3:4])([CH3:3])[CH3:2].[C:14]1([Mg]Cl)[CH:19]=[CH:18][CH:17]=[CH:16][CH:15]=1, predict the reaction product. The product is: [C:1]([N:5]1[C:10](=[O:11])[C:9]([C:14]2[CH:19]=[CH:18][CH:17]=[CH:16][CH:15]=2)=[C:8]([Cl:13])[CH:7]=[N:6]1)([CH3:4])([CH3:3])[CH3:2]. (6) Given the reactants [Cl:1][C:2]1[CH:21]=[CH:20][C:19]([CH:22]=O)=[CH:18][C:3]=1[C:4]([NH:6][CH2:7][C:8]12[CH2:17][CH:12]3[CH2:13][CH:14]([CH2:16][CH:10]([CH2:11]3)[CH2:9]1)[CH2:15]2)=[O:5].[NH2:24][CH2:25][C:26]([CH3:30])([CH3:29])[CH2:27][OH:28].C(O[BH-](OC(=O)C)OC(=O)C)(=O)C.[Na+], predict the reaction product. The product is: [Cl:1][C:2]1[CH:21]=[CH:20][C:19]([CH2:22][NH:24][CH2:25][C:26]([CH3:30])([CH3:29])[CH2:27][OH:28])=[CH:18][C:3]=1[C:4]([NH:6][CH2:7][C:8]12[CH2:17][CH:12]3[CH2:13][CH:14]([CH2:16][CH:10]([CH2:11]3)[CH2:9]1)[CH2:15]2)=[O:5].